Dataset: NCI-60 drug combinations with 297,098 pairs across 59 cell lines. Task: Regression. Given two drug SMILES strings and cell line genomic features, predict the synergy score measuring deviation from expected non-interaction effect. (1) Drug 1: C1=CN(C=N1)CC(O)(P(=O)(O)O)P(=O)(O)O. Drug 2: CN(C(=O)NC(C=O)C(C(C(CO)O)O)O)N=O. Cell line: HT29. Synergy scores: CSS=3.92, Synergy_ZIP=-2.40, Synergy_Bliss=-1.88, Synergy_Loewe=-2.69, Synergy_HSA=-0.978. (2) Drug 1: CS(=O)(=O)CCNCC1=CC=C(O1)C2=CC3=C(C=C2)N=CN=C3NC4=CC(=C(C=C4)OCC5=CC(=CC=C5)F)Cl. Drug 2: CC(C)(C#N)C1=CC(=CC(=C1)CN2C=NC=N2)C(C)(C)C#N. Cell line: MALME-3M. Synergy scores: CSS=4.36, Synergy_ZIP=1.98, Synergy_Bliss=5.14, Synergy_Loewe=3.70, Synergy_HSA=3.74.